Dataset: Peptide-MHC class I binding affinity with 185,985 pairs from IEDB/IMGT. Task: Regression. Given a peptide amino acid sequence and an MHC pseudo amino acid sequence, predict their binding affinity value. This is MHC class I binding data. (1) The peptide sequence is PLHILASNKK. The MHC is HLA-A68:01 with pseudo-sequence HLA-A68:01. The binding affinity (normalized) is 0.0763. (2) The peptide sequence is YFVPNLKDM. The MHC is HLA-B58:01 with pseudo-sequence HLA-B58:01. The binding affinity (normalized) is 0.213.